From a dataset of Reaction yield outcomes from USPTO patents with 853,638 reactions. Predict the reaction yield, written as a fraction of the theoretical maximum amount of product (1.0 means a 100% yield; for example, 0.34 means a 34% yield). The reactants are [C:1]([SiH2:5][O:6][C:7]([CH3:17])([CH3:16])[C:8]1[CH:9]=[CH:10][C:11]([F:15])=[C:12]([OH:14])[CH:13]=1)([CH3:4])([CH3:3])[CH3:2].N1C=CN=C1.[C:23]([Si:27](Cl)([CH3:29])[CH3:28])([CH3:26])([CH3:25])[CH3:24]. The catalyst is CN(C=O)C. The product is [C:23]([Si:27]([CH3:29])([CH3:28])[O:14][C:12]1[CH:13]=[C:8]([C:7]([CH3:17])([CH3:16])[O:6][SiH2:5][C:1]([CH3:4])([CH3:2])[CH3:3])[CH:9]=[CH:10][C:11]=1[F:15])([CH3:26])([CH3:25])[CH3:24]. The yield is 0.680.